Dataset: Forward reaction prediction with 1.9M reactions from USPTO patents (1976-2016). Task: Predict the product of the given reaction. (1) Given the reactants CS(C)=O.[H-].[Na+].[I-].[CH3:8][S+](C)C.[F:12][C:13]1[CH:14]=[C:15]([C:20](=[O:22])[CH3:21])[CH:16]=[CH:17][C:18]=1[F:19], predict the reaction product. The product is: [F:12][C:13]1[CH:14]=[C:15]([C:20]2([CH3:8])[CH2:21][O:22]2)[CH:16]=[CH:17][C:18]=1[F:19]. (2) Given the reactants [C:1]([O:5][C:6](=[O:23])[CH2:7][N:8]1[C:12]([C:13]([O:15]CC)=[O:14])=[C:11]2[C@H:18]3[CH2:22][C@H:19]3[C:20](=[O:21])[C:10]2=[N:9]1)([CH3:4])([CH3:3])[CH3:2].[OH-].[Na+:25], predict the reaction product. The product is: [C:1]([O:5][C:6](=[O:23])[CH2:7][N:8]1[C:12]([C:13]([O-:15])=[O:14])=[C:11]2[C@H:18]3[CH2:22][C@H:19]3[C:20](=[O:21])[C:10]2=[N:9]1)([CH3:4])([CH3:2])[CH3:3].[Na+:25]. (3) Given the reactants [NH:1]1[CH2:5][CH2:4][C@@H:3]([NH:6][C:7](=[O:13])[O:8][C:9]([CH3:12])([CH3:11])[CH3:10])[CH2:2]1.C(N(CC)CC)C.Cl[C:22]1[C:31]2[C:26](=[CH:27][CH:28]=[C:29]([F:32])[CH:30]=2)[N:25]=[C:24]([C:33]2[CH:38]=[CH:37][CH:36]=[CH:35][C:34]=2[OH:39])[N:23]=1, predict the reaction product. The product is: [F:32][C:29]1[CH:30]=[C:31]2[C:26](=[CH:27][CH:28]=1)[N:25]=[C:24]([C:33]1[CH:38]=[CH:37][CH:36]=[CH:35][C:34]=1[OH:39])[N:23]=[C:22]2[N:1]1[CH2:5][CH2:4][C@@H:3]([NH:6][C:7](=[O:13])[O:8][C:9]([CH3:10])([CH3:12])[CH3:11])[CH2:2]1. (4) The product is: [N:11]1([C:20]2[N:28]=[C:27]3[C:23]([N:24]([C:37]([O:39][C:40]([CH3:43])([CH3:42])[CH3:41])=[O:38])[C:25](=[O:36])[N:26]3[CH:29]3[CH2:30][CH2:31][C:32](=[O:35])[CH2:33][CH2:34]3)=[CH:22][N:21]=2)[C:15]2[CH:16]=[CH:17][CH:18]=[CH:19][C:14]=2[N:13]=[CH:12]1. Given the reactants C(Cl)(=O)C(Cl)=O.CS(C)=O.[N:11]1([C:20]2[N:28]=[C:27]3[C:23]([N:24]([C:37]([O:39][C:40]([CH3:43])([CH3:42])[CH3:41])=[O:38])[C:25](=[O:36])[N:26]3[C@H:29]3[CH2:34][CH2:33][C@H:32]([OH:35])[CH2:31][CH2:30]3)=[CH:22][N:21]=2)[C:15]2[CH:16]=[CH:17][CH:18]=[CH:19][C:14]=2[N:13]=[CH:12]1.C(N(CC)CC)C, predict the reaction product. (5) Given the reactants C([O:5][C:6]([CH:8]([NH:12][S:13]([C:16]1[CH:21]=[CH:20][C:19]([C:22]2[CH:27]=[CH:26][C:25]([O:28][C:29]([C:31]3[O:32][C:33]4[CH:39]=[CH:38][CH:37]=[CH:36][C:34]=4[CH:35]=3)=[O:30])=[CH:24][CH:23]=2)=[CH:18][CH:17]=1)(=[O:15])=[O:14])[CH:9]([CH3:11])[CH3:10])=[O:7])(C)(C)C.C(O)(C(F)(F)F)=O, predict the reaction product. The product is: [C:6]([CH:8]([NH:12][S:13]([C:16]1[CH:17]=[CH:18][C:19]([C:22]2[CH:27]=[CH:26][C:25]([O:28][C:29]([C:31]3[O:32][C:33]4[CH:39]=[CH:38][CH:37]=[CH:36][C:34]=4[CH:35]=3)=[O:30])=[CH:24][CH:23]=2)=[CH:20][CH:21]=1)(=[O:14])=[O:15])[CH:9]([CH3:11])[CH3:10])([OH:7])=[O:5]. (6) Given the reactants [CH2:1]([N:8]1[CH2:12][CH2:11][N:10]([C:13]2[S:14][C:15]([C:19]([OH:21])=O)=[C:16]([CH3:18])[N:17]=2)[C:9]1=[O:22])[C:2]1[CH:7]=[CH:6][CH:5]=CC=1.C1(CCN2CCN(C3SC(C(O)=O)=C(C)N=3)C2=O)CC1.[CH2:43]([NH2:50])[C:44]1[CH:49]=[CH:48][CH:47]=[CH:46][CH:45]=1, predict the reaction product. The product is: [CH2:43]([NH:50][C:19]([C:15]1[S:14][C:13]([N:10]2[CH2:11][CH2:12][N:8]([CH2:1][CH2:2][CH:7]3[CH2:6][CH2:5]3)[C:9]2=[O:22])=[N:17][C:16]=1[CH3:18])=[O:21])[C:44]1[CH:49]=[CH:48][CH:47]=[CH:46][CH:45]=1. (7) Given the reactants [C:1]([O:4][C:5]1[CH:24]=[CH:23][C:8]([C:9]2[CH2:10]O[C:12]3[C:17]([CH:18]=2)=[CH:16][CH:15]=[C:14]([O:19][C:20](=[O:22])[CH3:21])[CH:13]=3)=[CH:7][CH:6]=1)(=[O:3])[CH3:2].C1C=CC([C+]([C:38]2[CH:43]=CC=CC=2)C2C=CC=CC=2)=CC=1.F[P-](F)(F)(F)(F)F.C([SH:53])C, predict the reaction product. The product is: [C:1]([O:4][C:5]1[CH:24]=[CH:23][C:8]([C:9]2[CH:10]([CH2:43][CH3:38])[S:53][C:12]3[C:17]([CH:18]=2)=[CH:16][CH:15]=[C:14]([O:19][C:20](=[O:22])[CH3:21])[CH:13]=3)=[CH:7][CH:6]=1)(=[O:3])[CH3:2]. (8) Given the reactants Br[C:2]1[C:3]([C:8]2[CH:13]=[CH:12][CH:11]=[CH:10][CH:9]=2)=[N:4][CH:5]=[N:6][CH:7]=1.Cl.[CH3:15][C:16]1([C:22]([O:24][CH3:25])=[O:23])[CH2:21][CH2:20][NH:19][CH2:18][CH2:17]1.CC1(C)C2C(=C(P(C3C=CC=CC=3)C3C=CC=CC=3)C=CC=2)OC2C(P(C3C=CC=CC=3)C3C=CC=CC=3)=CC=CC1=2.CC(C)([O-])C.[Na+], predict the reaction product. The product is: [CH3:15][C:16]1([C:22]([O:24][CH3:25])=[O:23])[CH2:21][CH2:20][N:19]([C:2]2[C:3]([C:8]3[CH:13]=[CH:12][CH:11]=[CH:10][CH:9]=3)=[N:4][CH:5]=[N:6][CH:7]=2)[CH2:18][CH2:17]1. (9) Given the reactants [CH2:1]([CH:5](CC#N)[C:6]#[N:7])[CH:2]([CH3:4])[CH3:3].P([O-])([O-])([O-])=O.[K+].[K+].[K+].C(N([CH2:35][C:36]([OH:38])=[O:37])[CH2:35][C:36]([OH:38])=[O:37])CN([CH2:35][C:36]([OH:38])=[O:37])[CH2:35][C:36]([OH:38])=[O:37].SC[C@H]([C@@H](CS)O)O, predict the reaction product. The product is: [C:6]([C@@H:5]([CH2:1][CH:2]([CH3:4])[CH3:3])[CH2:35][C:36]([OH:38])=[O:37])#[N:7].